This data is from Full USPTO retrosynthesis dataset with 1.9M reactions from patents (1976-2016). The task is: Predict the reactants needed to synthesize the given product. (1) Given the product [C:34](#[N:35])[C:28]1[C:29](=[CH:32][CH:33]=[CH:26][CH:27]=1)[C:30]#[N:31], predict the reactants needed to synthesize it. The reactants are: ClC1C=CC(C(C2C=CC(Cl)=CC=2)=O)=CC=1.C([O-])([O-])=O.[K+].[K+].[N+]([C:26]1[CH:27]=[C:28]([C:34]#[N:35])[C:29](=[CH:32][CH:33]=1)[C:30]#[N:31])([O-])=O.Cl. (2) Given the product [CH2:1]([C:7]1[C:11]2[S:12][C:13]([C:17]([OH:19])=[O:18])=[CH:14][C:10]=2[S:9][CH:8]=1)[CH2:2][CH2:3][CH2:4][CH2:5][CH3:6], predict the reactants needed to synthesize it. The reactants are: [CH2:1]([C:7]1[C:11]2[S:12][C:13]([C:17]([O-:19])=[O:18])=[C:14](CC)[C:10]=2[S:9][CH:8]=1)[CH2:2][CH2:3][CH2:4][CH2:5][CH3:6].C1COCC1.[Li+].[OH-].Cl. (3) Given the product [OH:6][CH:5]([CH2:4][OH:3])[CH2:7][O:8][C:9]1[CH:21]=[C:20]2[C:12]([C:13]3[C:14]([C:25]4[CH:30]=[CH:29][CH:28]=[C:27]([N:31]5[CH2:39][C:38]6[C:33](=[CH:34][C:35]([CH3:40])=[CH:36][CH:37]=6)[C:32]5=[O:41])[C:26]=4[CH3:42])=[CH:15][CH:16]=[C:17]([C:22]([NH2:24])=[O:23])[C:18]=3[NH:19]2)=[CH:11][CH:10]=1, predict the reactants needed to synthesize it. The reactants are: CC1(C)[O:6][CH:5]([CH2:7][O:8][C:9]2[CH:21]=[C:20]3[C:12]([C:13]4[C:14]([C:25]5[CH:30]=[CH:29][CH:28]=[C:27]([N:31]6[CH2:39][C:38]7[C:33](=[CH:34][C:35]([CH3:40])=[CH:36][CH:37]=7)[C:32]6=[O:41])[C:26]=5[CH3:42])=[CH:15][CH:16]=[C:17]([C:22]([NH2:24])=[O:23])[C:18]=4[NH:19]3)=[CH:11][CH:10]=2)[CH2:4][O:3]1.C(O)(C(F)(F)F)=O. (4) Given the product [CH3:1][N:2]1[C:6]([CH2:7][CH2:8][C:9]([O:11][CH3:12])=[O:10])=[N:5][C:4]([N:13]2[CH2:14][CH2:15][CH2:16][CH2:17]2)=[N:3]1, predict the reactants needed to synthesize it. The reactants are: [CH3:1][N:2]1[C:6](/[CH:7]=[CH:8]/[C:9]([O:11][CH3:12])=[O:10])=[N:5][C:4]([N:13]2[CH2:17][CH2:16][CH2:15][CH2:14]2)=[N:3]1. (5) Given the product [Cl:8][C:5]1[CH:6]=[CH:7][C:2]([B:15]2[O:16][C:17]([CH3:19])([CH3:18])[C:13]([CH3:29])([CH3:12])[O:14]2)=[C:3]([O:10][CH3:11])[C:4]=1[F:9], predict the reactants needed to synthesize it. The reactants are: Br[C:2]1[CH:7]=[CH:6][C:5]([Cl:8])=[C:4]([F:9])[C:3]=1[O:10][CH3:11].[CH3:12][C:13]1([CH3:29])[C:17]([CH3:19])([CH3:18])[O:16][B:15]([B:15]2[O:16][C:17]([CH3:19])([CH3:18])[C:13]([CH3:29])([CH3:12])[O:14]2)[O:14]1.C([O-])(=O)C.[K+]. (6) Given the product [NH2:1][C:2]1[CH2:3][C:4]([C:14](=[O:15])[N:16]([CH2:20][CH2:21][CH3:22])[CH2:17][CH2:18][CH3:19])=[CH:5][C:6]2[CH:12]=[CH:11][C:10]([C:30]3[CH:31]=[CH:32][C:27]([C:25]([O:24][CH3:23])=[O:26])=[CH:28][CH:29]=3)=[CH:9][C:7]=2[N:8]=1, predict the reactants needed to synthesize it. The reactants are: [NH2:1][C:2]1[CH2:3][C:4]([C:14]([N:16]([CH2:20][CH2:21][CH3:22])[CH2:17][CH2:18][CH3:19])=[O:15])=[CH:5][C:6]2[CH:12]=[CH:11][C:10](Br)=[CH:9][C:7]=2[N:8]=1.[CH3:23][O:24][C:25]([C:27]1[CH:32]=[CH:31][C:30](B(O)O)=[CH:29][CH:28]=1)=[O:26].C(=O)([O-])[O-].[K+].[K+]. (7) Given the product [C:30]([O:29][C:27](=[O:28])[CH2:26][NH:25][C:18]([C:8]1[C:7](=[O:23])[C:6]2[C:16](=[C:2]([Cl:1])[CH:3]=[CH:4][CH:5]=2)[C:10]2([CH2:11][CH2:12][O:13][CH2:14][CH2:15]2)[C:9]=1[OH:17])=[O:19])([CH3:33])([CH3:32])[CH3:31], predict the reactants needed to synthesize it. The reactants are: [Cl:1][C:2]1[CH:3]=[CH:4][CH:5]=[C:6]2[C:16]=1[C:10]1([CH2:15][CH2:14][O:13][CH2:12][CH2:11]1)[C:9](=[O:17])[CH:8]([C:18](OCC)=[O:19])[CH:7]2[OH:23].Cl.[NH2:25][CH2:26][C:27]([O:29][C:30]([CH3:33])([CH3:32])[CH3:31])=[O:28].C(N(C(C)C)C(C)C)C. (8) The reactants are: [CH2:1]([C:3]1[CH:8]=[CH:7][C:6]([N:9]2[CH2:13][CH2:12][C:11]3([CH2:18][CH2:17][NH:16][CH2:15][CH2:14]3)[C:10]2=[O:19])=[CH:5][CH:4]=1)[CH3:2].O=C(Cl)[O:22][C:23](Cl)(Cl)Cl.[F:28][C:29]1[CH:34]=[CH:33][C:32]([NH2:35])=[CH:31][CH:30]=1. Given the product [F:28][C:29]1[CH:34]=[CH:33][C:32]([NH:35][C:23]([N:16]2[CH2:17][CH2:18][C:11]3([C:10](=[O:19])[N:9]([C:6]4[CH:5]=[CH:4][C:3]([CH2:1][CH3:2])=[CH:8][CH:7]=4)[CH2:13][CH2:12]3)[CH2:14][CH2:15]2)=[O:22])=[CH:31][CH:30]=1, predict the reactants needed to synthesize it. (9) Given the product [CH2:12]([N:1]1[CH:5]=[CH:4][CH:3]=[C:2]1[C:6]([O:8][CH3:9])=[O:7])[CH:11]=[CH2:10], predict the reactants needed to synthesize it. The reactants are: [NH:1]1[CH:5]=[CH:4][CH:3]=[C:2]1[C:6]([O:8][CH3:9])=[O:7].[CH3:10][C:11](C)([O-])[CH3:12].[K+].C(Br)C=C.S([O-])(O)(=O)=O.[K+]. (10) The reactants are: C(N(S(F)(F)[F:7])CC)C.O[CH2:11][C@@H:12]1[CH2:16][CH2:15][CH2:14][N:13]1[C:17]([O:19][C:20]([CH3:23])([CH3:22])[CH3:21])=[O:18].C(=O)([O-])O.[Na+]. Given the product [F:7][CH2:11][C@@H:12]1[CH2:16][CH2:15][CH2:14][N:13]1[C:17]([O:19][C:20]([CH3:23])([CH3:22])[CH3:21])=[O:18], predict the reactants needed to synthesize it.